This data is from Forward reaction prediction with 1.9M reactions from USPTO patents (1976-2016). The task is: Predict the product of the given reaction. (1) Given the reactants [CH3:1][C:2]1[CH:3]=[C:4]([CH:6]=[C:7]([CH3:10])[C:8]=1[CH3:9])[NH2:5].C1COCC1.[H-].[Na+].F[C:19]1[C:20]([N+:27]([O-:29])=[O:28])=[C:21]([CH:24]=[CH:25][CH:26]=1)[C:22]#[N:23], predict the reaction product. The product is: [N+:27]([C:20]1[C:19]([NH:5][C:4]2[CH:6]=[C:7]([CH3:10])[C:8]([CH3:9])=[C:2]([CH3:1])[CH:3]=2)=[CH:26][CH:25]=[CH:24][C:21]=1[C:22]#[N:23])([O-:29])=[O:28]. (2) Given the reactants [Cl:1][C:2]1[CH:3]=[C:4]([CH:28]=[CH:29][C:30]=1[Cl:31])[CH2:5][CH:6]1[CH2:11][CH2:10][N:9]([CH2:12][CH:13]([NH:17][CH2:18][C:19]2[CH:24]=[CH:23][CH:22]=[CH:21][C:20]=2[N+:25]([O-])=O)[CH:14]([CH3:16])[CH3:15])[CH2:8][CH2:7]1, predict the reaction product. The product is: [Cl:1][C:2]1[CH:3]=[C:4]([CH:28]=[CH:29][C:30]=1[Cl:31])[CH2:5][CH:6]1[CH2:11][CH2:10][N:9]([CH2:12][CH:13]([NH:17][CH2:18][C:19]2[CH:24]=[CH:23][CH:22]=[CH:21][C:20]=2[NH2:25])[CH:14]([CH3:15])[CH3:16])[CH2:8][CH2:7]1. (3) Given the reactants Br[C:2]1[CH:7]=[CH:6][C:5]([N:8]2[C:13]3=[N:14][C:15]4[C:20]([Cl:21])=[CH:19][CH:18]=[C:17]([CH:22]([O:27][CH:28]([F:30])[F:29])[C:23]([F:26])([F:25])[F:24])[C:16]=4[N:12]3[CH2:11][CH2:10][CH2:9]2)=[C:4]([CH3:31])[CH:3]=1.[OH-].[K+].[C:34](P(C(C)(C)C)C1C(C)=C(C)C(C)=C(C)C=1C1C(C(C)C)=CC(C(C)C)=CC=1C(C)C)([CH3:37])(C)[CH3:35].C(=O)([O-])[O-:69].[K+].[K+].IC(C)C, predict the reaction product. The product is: [Cl:21][C:20]1[C:15]2[N:14]=[C:13]3[N:8]([C:5]4[CH:6]=[CH:7][C:2]([O:69][CH:34]([CH3:37])[CH3:35])=[CH:3][C:4]=4[CH3:31])[CH2:9][CH2:10][CH2:11][N:12]3[C:16]=2[C:17]([CH:22]([O:27][CH:28]([F:30])[F:29])[C:23]([F:26])([F:25])[F:24])=[CH:18][CH:19]=1. (4) Given the reactants [Br:1][C:2]1[C:3]([C:34]([O:36]CC)=O)=[C:4]([CH2:16][N:17]([CH2:28][C:29]([O:31][CH2:32][CH3:33])=[O:30])S(C2C=CC(C)=CC=2)(=O)=O)[N:5]([CH2:8][C:9]2[CH:14]=[CH:13][C:12]([F:15])=[CH:11][CH:10]=2)[C:6]=1[Br:7].[Li+].C[Si]([N-][Si](C)(C)C)(C)C, predict the reaction product. The product is: [Br:7][C:6]1[N:5]([CH2:8][C:9]2[CH:14]=[CH:13][C:12]([F:15])=[CH:11][CH:10]=2)[C:4]2=[CH:16][N:17]=[C:28]([C:29]([O:31][CH2:32][CH3:33])=[O:30])[C:34]([OH:36])=[C:3]2[C:2]=1[Br:1]. (5) Given the reactants [F-].C([N+](CCCC)(CCCC)CCCC)CCC.CC([Si](C)(C)[O:24][CH2:25][CH2:26][CH:27]([CH:35]([O:45][CH2:46][C:47]1[CH:52]=[CH:51][C:50]([O:53][CH3:54])=[CH:49][CH:48]=1)[CH2:36][CH2:37][C:38]1[CH:43]=[CH:42][C:41]([Br:44])=[CH:40][CH:39]=1)[C:28]([O:30][C:31]([CH3:34])([CH3:33])[CH3:32])=[O:29])(C)C, predict the reaction product. The product is: [OH:24][CH2:25][CH2:26][CH:27]([CH:35]([O:45][CH2:46][C:47]1[CH:52]=[CH:51][C:50]([O:53][CH3:54])=[CH:49][CH:48]=1)[CH2:36][CH2:37][C:38]1[CH:39]=[CH:40][C:41]([Br:44])=[CH:42][CH:43]=1)[C:28]([O:30][C:31]([CH3:32])([CH3:34])[CH3:33])=[O:29]. (6) Given the reactants [C:1]([O:5][C:6]([N:8]1[CH2:13][CH2:12][N:11]([C:14]2[N:19]=[CH:18][C:17]([C:20]([OH:22])=O)=[CH:16][N:15]=2)[CH2:10][CH2:9]1)=[O:7])([CH3:4])([CH3:3])[CH3:2].C(N=C=NCCCN(C)C)C.OC1C2N=NNC=2C=CC=1.C(N(CC)CC)C.[CH3:51][NH:52][O:53][CH3:54], predict the reaction product. The product is: [CH3:54][O:53][N:52]([CH3:51])[C:20]([C:17]1[CH:16]=[N:15][C:14]([N:11]2[CH2:10][CH2:9][N:8]([C:6]([O:5][C:1]([CH3:4])([CH3:2])[CH3:3])=[O:7])[CH2:13][CH2:12]2)=[N:19][CH:18]=1)=[O:22]. (7) Given the reactants [C:1]([N:5]1[C:9](=[O:10])[CH:8]=[C:7]([C:11]2[CH:16]=[CH:15][C:14]([CH2:17][OH:18])=[CH:13][CH:12]=2)[S:6]1(=[O:20])=[O:19])([CH3:4])([CH3:3])[CH3:2].[BH4-].[Li+], predict the reaction product. The product is: [C:1]([N:5]1[C:9](=[O:10])[CH2:8][CH:7]([C:11]2[CH:16]=[CH:15][C:14]([CH2:17][OH:18])=[CH:13][CH:12]=2)[S:6]1(=[O:20])=[O:19])([CH3:4])([CH3:2])[CH3:3].